Predict the reaction yield, written as a fraction of the theoretical maximum amount of product (1.0 means a 100% yield; for example, 0.34 means a 34% yield). From a dataset of Reaction yield outcomes from USPTO patents with 853,638 reactions. (1) The reactants are [NH2:1][C:2]1[CH:11]=[CH:10][C:5]([C:6]([O:8][CH3:9])=[O:7])=[CH:4][N:3]=1.C1C(=O)N([I:19])C(=O)C1.[NH4+].[OH-]. The catalyst is C(O)(=O)C.C(O)(C(F)(F)F)=O.C(Cl)(Cl)Cl. The product is [NH2:1][C:2]1[C:11]([I:19])=[CH:10][C:5]([C:6]([O:8][CH3:9])=[O:7])=[CH:4][N:3]=1. The yield is 0.500. (2) The reactants are F[C:2]1[CH:9]=[C:8]([F:10])[CH:7]=[CH:6][C:3]=1[C:4]#[N:5].[NH2:11][CH2:12][CH:13]([OH:16])[CH2:14][OH:15].C(N(C(C)C)C(C)C)C.[NH4+].[Cl-]. The catalyst is CS(C)=O. The product is [OH:16][CH:13]([CH2:14][OH:15])[CH2:12][NH:11][C:2]1[CH:9]=[C:8]([F:10])[CH:7]=[CH:6][C:3]=1[C:4]#[N:5]. The yield is 0.414. (3) The reactants are Cl[C:2]1[C:7]2[CH:8]=[CH:9][NH:10][C:6]=2[CH:5]=[CH:4][N:3]=1.C([Sn](CCCC)(CCCC)[C:16]([O:18]CC)=[CH2:17])CCC.Cl. The catalyst is CN1C(=O)CCC1.C1C=CC([P]([Pd]([P](C2C=CC=CC=2)(C2C=CC=CC=2)C2C=CC=CC=2)([P](C2C=CC=CC=2)(C2C=CC=CC=2)C2C=CC=CC=2)[P](C2C=CC=CC=2)(C2C=CC=CC=2)C2C=CC=CC=2)(C2C=CC=CC=2)C2C=CC=CC=2)=CC=1. The product is [NH:10]1[C:6]2[CH:5]=[CH:4][N:3]=[C:2]([C:16](=[O:18])[CH3:17])[C:7]=2[CH:8]=[CH:9]1. The yield is 0.646. (4) The reactants are [C:1]([O:5][C:6]([N:8]1[CH2:13][CH2:12][N:11]([C:14]2[CH:15]=[N:16][C:17]([N+:20]([O-])=O)=[CH:18][CH:19]=2)[CH2:10][CH2:9]1)=[O:7])([CH3:4])([CH3:3])[CH3:2].[H][H]. The catalyst is C(O)C.C(OCC)(=O)C.[Pd]. The product is [C:1]([O:5][C:6]([N:8]1[CH2:13][CH2:12][N:11]([C:14]2[CH:15]=[N:16][C:17]([NH2:20])=[CH:18][CH:19]=2)[CH2:10][CH2:9]1)=[O:7])([CH3:4])([CH3:2])[CH3:3]. The yield is 0.940. (5) The reactants are [Cl:1][C:2]1[CH:24]=[CH:23][C:5]([CH2:6][N:7]2[C:15]3[C:14](=[O:16])[NH:13][C:12](=[O:17])[N:11]([CH3:18])[C:10]=3[N:9]=[C:8]2[S:19][CH2:20][CH2:21][CH3:22])=[CH:4][CH:3]=1.Br[CH2:26][CH2:27][C:28]1([OH:31])[CH2:30][CH2:29]1.C(=O)([O-])[O-].[K+].[K+]. The catalyst is CN(C=O)C. The product is [Cl:1][C:2]1[CH:24]=[CH:23][C:5]([CH2:6][N:7]2[C:15]3[C:14](=[O:16])[N:13]([CH2:26][CH2:27][C:28]4([OH:31])[CH2:30][CH2:29]4)[C:12](=[O:17])[N:11]([CH3:18])[C:10]=3[N:9]=[C:8]2[S:19][CH2:20][CH2:21][CH3:22])=[CH:4][CH:3]=1. The yield is 0.669. (6) The yield is 0.710. The product is [Cl:1][C:2]1[CH:7]=[C:6]([Cl:8])[CH:5]=[C:4]([Cl:9])[C:3]=1[N:10]1[C:14]2=[N:15][C:16]([CH2:20][C:21]3[CH:26]=[CH:25][C:24]([NH:27][C:40](=[O:41])[C:39]([Cl:38])=[CH2:43])=[CH:23][CH:22]=3)=[N:17][C:18](=[O:19])[C:13]2=[C:12]([CH:28]([CH3:30])[CH3:29])[NH:11]1. The catalyst is C1COCC1. The reactants are [Cl:1][C:2]1[CH:7]=[C:6]([Cl:8])[CH:5]=[C:4]([Cl:9])[C:3]=1[N:10]1[C:14]2=[N:15][C:16]([CH2:20][C:21]3[CH:26]=[CH:25][C:24]([NH2:27])=[CH:23][CH:22]=3)=[N:17][C:18](=[O:19])[C:13]2=[C:12]([CH:28]([CH3:30])[CH3:29])[NH:11]1.CCN(CC)CC.[Cl:38][CH:39]([CH2:43]Cl)[C:40](Cl)=[O:41]. (7) The reactants are [NH2:1][C:2]1[S:3][CH:4]=[C:5]([CH2:7][N:8]([CH3:39])[C:9]2[N:14]=[C:13]([Cl:15])[N:12]=[C:11]([NH:16][NH:17][C:18](=[O:37])[C@H:19]([CH2:31][CH:32]3[CH2:36][CH2:35][CH2:34][CH2:33]3)[CH2:20][N:21]([O:24]C3CCCCO3)[CH:22]=[O:23])[C:10]=2[F:38])[N:6]=1.CC(O)=O. The catalyst is O. The product is [NH2:1][C:2]1[S:3][CH:4]=[C:5]([CH2:7][N:8]([CH3:39])[C:9]2[N:14]=[C:13]([Cl:15])[N:12]=[C:11]([NH:16][NH:17][C:18](=[O:37])[C@H:19]([CH2:31][CH:32]3[CH2:33][CH2:34][CH2:35][CH2:36]3)[CH2:20][N:21]([OH:24])[CH:22]=[O:23])[C:10]=2[F:38])[N:6]=1. The yield is 0.210.